This data is from Experimentally validated miRNA-target interactions with 360,000+ pairs, plus equal number of negative samples. The task is: Binary Classification. Given a miRNA mature sequence and a target amino acid sequence, predict their likelihood of interaction. (1) The miRNA is hsa-miR-5579-5p with sequence UAUGGUACUCCUUAAGCUAAC. The protein sequence of the target gene is MPKAKGKTRRQKFGYNVNRKRLNRNARRKAAPRIECSHIRHAWDHTKSVRQNLAEMGLAMDPNKAVPLRKKKVKAMEVDTEERPRDLVRKPYVVNDLEAEASLPEKKGNTLSRDLIDYVRYMVENHGEDYKAMARDEKNYYQDTPKQIRNKINVYKRFYPTEWQAFIDSLQSKKMEVD. Result: 0 (no interaction). (2) The miRNA is rno-miR-181a-5p with sequence AACAUUCAACGCUGUCGGUGAGU. The protein sequence of the target gene is MLRTESCRPRSPAGQVAAASPLLLLLLLLAWCAGACRGAPILPQGLQPEQQLQLWNEIDDTCSSFLSIDSQPQASNALEELCFMIMGMLPKPQEQDEKDNTKRFLFHYSKTQKLGKSNVVSSVVHPLLQLVPHLHERRMKRFRVDEEFQSPFASQSRGYFLFRPRNGRRSAGFI. Result: 0 (no interaction). (3) The miRNA is hsa-miR-8054 with sequence GAAAGUACAGAUCGGAUGGGU. The protein sequence of the target gene is MEDVEARFAHLLQPIRDLTKNWEVDVAAQLGEYLEELDQICISFDEGKTTMNFIEAALLIQGSACVYSKKVEYLYSLVYQALDFISGKRRAKQLSSVQEDRANGVASSGVPQEAENEFLSLDDFPDSRTNVDLKNDQTPSEVLIIPLLPMALVAPDEMEKNNNPLYSRQGEVLASRKDFRMNTCVPHPRGAFMLEPEGMSPMEPAGVSPMPGTQKDTGRTEEQPMEVSVCRSPVPALGFSQEPGPSPEGPMPLGGGEDEDAEEAVELPEASAPKAALEPKESRSPQQSAALPRRYMLRER.... Result: 0 (no interaction).